Binary Classification. Given a drug SMILES string, predict its activity (active/inactive) in a high-throughput screening assay against a specified biological target. From a dataset of Choline transporter screen with 302,306 compounds. The drug is s1c(NC(=O)Cc2cc(OC)c(OC)cc2)nc(c2cc(OC)c(OC)cc2)c1. The result is 0 (inactive).